Dataset: Catalyst prediction with 721,799 reactions and 888 catalyst types from USPTO. Task: Predict which catalyst facilitates the given reaction. (1) Reactant: Cl[C:2]1[C:3](=[O:21])[N:4]([CH2:14][C:15]2[CH:16]=[N:17][CH:18]=[CH:19][CH:20]=2)[C:5](=[O:13])[C:6]=1[C:7]1[CH:12]=[CH:11][CH:10]=[CH:9][CH:8]=1.[CH3:22][O:23][C:24]1[CH:30]=[CH:29][C:27]([NH2:28])=[CH:26][CH:25]=1. Product: [CH3:22][O:23][C:24]1[CH:30]=[CH:29][C:27]([NH:28][C:2]2[C:3](=[O:21])[N:4]([CH2:14][C:15]3[CH:16]=[N:17][CH:18]=[CH:19][CH:20]=3)[C:5](=[O:13])[C:6]=2[C:7]2[CH:12]=[CH:11][CH:10]=[CH:9][CH:8]=2)=[CH:26][CH:25]=1. The catalyst class is: 3. (2) Reactant: C(=O)([O-])[O-].[Cs+].[Cs+].[OH:7][C:8]1[CH:15]=[CH:14][C:13]([C:16]([F:19])([F:18])[F:17])=[CH:12][C:9]=1[CH2:10][OH:11].[CH2:20](Br)[C:21]1[CH:26]=[CH:25][CH:24]=[CH:23][CH:22]=1. Product: [CH2:20]([O:7][C:8]1[CH:15]=[CH:14][C:13]([C:16]([F:17])([F:18])[F:19])=[CH:12][C:9]=1[CH2:10][OH:11])[C:21]1[CH:26]=[CH:25][CH:24]=[CH:23][CH:22]=1. The catalyst class is: 39. (3) Reactant: [C:1]([O:5][C:6]([N:8]1[CH2:27][CH2:26][C:11]2([C:15](=[O:16])[N:14]([CH2:17][C:18]3[CH:23]=[CH:22][C:21](SC)=[CH:20][CH:19]=3)[CH2:13][CH2:12]2)[CH2:10][CH2:9]1)=[O:7])([CH3:4])([CH3:3])[CH3:2].O[O:29][S:30]([O-:32])=O.[K+].[OH-].[Na+].[CH2:36]1COCC1. Product: [C:1]([O:5][C:6]([N:8]1[CH2:27][CH2:26][C:11]2([C:15](=[O:16])[N:14]([CH2:17][C:18]3[CH:19]=[CH:20][C:21]([S:30]([CH3:36])(=[O:32])=[O:29])=[CH:22][CH:23]=3)[CH2:13][CH2:12]2)[CH2:10][CH2:9]1)=[O:7])([CH3:3])([CH3:2])[CH3:4]. The catalyst class is: 6.